This data is from Catalyst prediction with 721,799 reactions and 888 catalyst types from USPTO. The task is: Predict which catalyst facilitates the given reaction. (1) Reactant: [N+:1]([C:4]1[CH:12]=[CH:11][CH:10]=[C:9]2[C:5]=1[CH:6]=[N:7][NH:8]2)([O-:3])=[O:2].[H-].[Na+].Br.Br[CH2:17][C:18]1[CH:23]=[CH:22][N:21]=[CH:20][CH:19]=1.O. Product: [N+:1]([C:4]1[CH:12]=[CH:11][CH:10]=[C:9]2[C:5]=1[CH:6]=[N:7][N:8]2[CH2:17][C:18]1[CH:23]=[CH:22][N:21]=[CH:20][CH:19]=1)([O-:3])=[O:2]. The catalyst class is: 1. (2) Reactant: [CH:1]([NH2:4])([CH3:3])[CH3:2].C(N(CC)C(C)C)(C)C.[Cl:14][C:15]1[N:20]=[C:19](Cl)[C:18]([N+:22]([O-:24])=[O:23])=[C:17]([NH:25][CH3:26])[N:16]=1. Product: [Cl:14][C:15]1[N:20]=[C:19]([NH:4][CH:1]([CH3:3])[CH3:2])[C:18]([N+:22]([O-:24])=[O:23])=[C:17]([NH:25][CH3:26])[N:16]=1. The catalyst class is: 4. (3) Reactant: [CH3:1][O:2][C:3]1[CH:8]=[CH:7][C:6]([C:9]#[C:10][C:11]2[CH:12]=[N:13][CH:14]=[CH:15][C:16]=2[CH:17]=O)=[CH:5][CH:4]=1.Cl.[NH2:20][OH:21].C([O-])(=O)C.[Na+]. Product: [CH3:1][O:2][C:3]1[CH:8]=[CH:7][C:6]([C:9]#[C:10][C:11]2[CH:12]=[N:13][CH:14]=[CH:15][C:16]=2[CH:17]=[N:20][OH:21])=[CH:5][CH:4]=1. The catalyst class is: 40. (4) Reactant: O.F[C:3]1[CH:10]=[CH:9][C:6]([CH:7]=[O:8])=[CH:5][CH:4]=1.[C:11](=O)([O-])[O-].[Na+].[Na+].C[N:18]1[CH2:23][CH2:22][NH:21][CH2:20][CH2:19]1. Product: [CH3:11][CH:19]1[CH2:20][NH:21][CH2:22][CH2:23][N:18]1[C:3]1[CH:10]=[CH:9][C:6]([CH:7]=[O:8])=[CH:5][CH:4]=1. The catalyst class is: 4. (5) Reactant: [O:1]([C:8]1[N:13]=[C:12]([C:14]([OH:16])=O)[CH:11]=[CH:10][N:9]=1)[C:2]1[CH:7]=[CH:6][CH:5]=[CH:4][CH:3]=1.C(Cl)(=O)C([Cl:20])=O. Product: [O:1]([C:8]1[N:13]=[C:12]([C:14]([Cl:20])=[O:16])[CH:11]=[CH:10][N:9]=1)[C:2]1[CH:7]=[CH:6][CH:5]=[CH:4][CH:3]=1. The catalyst class is: 59.